This data is from Peptide-MHC class I binding affinity with 185,985 pairs from IEDB/IMGT. The task is: Regression. Given a peptide amino acid sequence and an MHC pseudo amino acid sequence, predict their binding affinity value. This is MHC class I binding data. (1) The MHC is HLA-B08:01 with pseudo-sequence HLA-B08:01. The binding affinity (normalized) is 0.213. The peptide sequence is SYGCPTNPF. (2) The peptide sequence is VYQRGTHPF. The MHC is HLA-A02:03 with pseudo-sequence HLA-A02:03. The binding affinity (normalized) is 0.0847. (3) The peptide sequence is SVMSTFFWE. The MHC is HLA-A02:11 with pseudo-sequence HLA-A02:11. The binding affinity (normalized) is 0.0847. (4) The peptide sequence is TNYSYYFL. The MHC is H-2-Kb with pseudo-sequence H-2-Kb. The binding affinity (normalized) is 1.00. (5) The peptide sequence is RPRLWRSVI. The MHC is HLA-B48:01 with pseudo-sequence HLA-B48:01. The binding affinity (normalized) is 0.0847. (6) The peptide sequence is RMPTDMLKLF. The MHC is Mamu-A01 with pseudo-sequence Mamu-A01. The binding affinity (normalized) is 0.729. (7) The peptide sequence is RKRLMSMVK. The MHC is HLA-B48:01 with pseudo-sequence HLA-B48:01. The binding affinity (normalized) is 0.0847. (8) The peptide sequence is FRYCAPPGY. The MHC is Mamu-B3901 with pseudo-sequence Mamu-B3901. The binding affinity (normalized) is 0.298. (9) The binding affinity (normalized) is 0. The MHC is HLA-A31:01 with pseudo-sequence HLA-A31:01. The peptide sequence is RPQKRPSCI.